Dataset: Full USPTO retrosynthesis dataset with 1.9M reactions from patents (1976-2016). Task: Predict the reactants needed to synthesize the given product. (1) Given the product [C:15]1([C:25]2[N:30]=[N:29][N:28]=[C:27]([C:31]3[CH:36]=[CH:35][C:34]([O:37][CH:11]([C:10]([O:9][CH2:7][CH3:8])=[O:14])[CH3:12])=[CH:33][C:32]=3[OH:38])[C:26]=2[C:39]2[C:48]3[C:43](=[CH:44][CH:45]=[CH:46][CH:47]=3)[CH:42]=[CH:41][CH:40]=2)[C:24]2[C:19](=[CH:20][CH:21]=[CH:22][CH:23]=2)[CH:18]=[CH:17][CH:16]=1, predict the reactants needed to synthesize it. The reactants are: C(=O)([O-])[O-].[K+].[K+].[CH2:7]([O:9][C:10](=[O:14])[CH:11](Br)[CH3:12])[CH3:8].[C:15]1([C:25]2[N:30]=[N:29][N:28]=[C:27]([C:31]3[CH:36]=[CH:35][C:34]([OH:37])=[CH:33][C:32]=3[OH:38])[C:26]=2[C:39]2[C:48]3[C:43](=[CH:44][CH:45]=[CH:46][CH:47]=3)[CH:42]=[CH:41][CH:40]=2)[C:24]2[C:19](=[CH:20][CH:21]=[CH:22][CH:23]=2)[CH:18]=[CH:17][CH:16]=1. (2) Given the product [CH3:28][N:29]1[CH2:34][CH2:33][N:32]([S:35]([C:38]2[CH:39]=[C:40]([NH:44][C:25]([C:24]3[CH:23]=[N:22][N:15]4[C:16]([C:18]([F:21])([F:20])[F:19])=[CH:17][C:12]([C:4]5[CH:5]=[CH:6][C:7]([C:8]([F:11])([F:9])[F:10])=[C:2]([CH3:1])[CH:3]=5)=[N:13][C:14]=34)=[O:26])[CH:41]=[CH:42][CH:43]=2)(=[O:37])=[O:36])[CH2:31][CH2:30]1, predict the reactants needed to synthesize it. The reactants are: [CH3:1][C:2]1[CH:3]=[C:4]([C:12]2[CH:17]=[C:16]([C:18]([F:21])([F:20])[F:19])[N:15]3[N:22]=[CH:23][C:24]([C:25](O)=[O:26])=[C:14]3[N:13]=2)[CH:5]=[CH:6][C:7]=1[C:8]([F:11])([F:10])[F:9].[CH3:28][N:29]1[CH2:34][CH2:33][N:32]([S:35]([C:38]2[CH:39]=[C:40]([NH2:44])[CH:41]=[CH:42][CH:43]=2)(=[O:37])=[O:36])[CH2:31][CH2:30]1. (3) Given the product [OH:9][C:5]1[CH:4]=[C:3]([O:2][CH3:1])[CH:8]=[CH:7][C:6]=1[C:15]([C:14]1[CH:18]=[CH:19][CH:20]=[C:12]([O:11][CH3:10])[CH:13]=1)=[O:16], predict the reactants needed to synthesize it. The reactants are: [CH3:1][O:2][C:3]1[CH:4]=[C:5]([OH:9])[CH:6]=[CH:7][CH:8]=1.[CH3:10][O:11][C:12]1[CH:13]=[C:14]([CH:18]=[CH:19][CH:20]=1)[C:15](O)=[O:16].CS(O)(=O)=O. (4) The reactants are: [CH:1]([NH:4][CH2:5][C:6]1[CH:22]=[CH:21][CH:20]=[CH:19][C:7]=1[O:8][CH2:9][CH2:10][CH2:11][CH2:12][CH2:13][C:14]([O:16][CH2:17][CH3:18])=[O:15])([CH3:3])[CH3:2].[Br:23][C:24]1[CH:32]=[CH:31][C:27]([C:28](O)=[O:29])=[CH:26][CH:25]=1.CN(C(ON1N=NC2C=CC=CC1=2)=[N+](C)C)C.F[P-](F)(F)(F)(F)F.C(N(CC)CC)C. Given the product [Br:23][C:24]1[CH:32]=[CH:31][C:27]([C:28]([N:4]([CH2:5][C:6]2[CH:22]=[CH:21][CH:20]=[CH:19][C:7]=2[O:8][CH2:9][CH2:10][CH2:11][CH2:12][CH2:13][C:14]([O:16][CH2:17][CH3:18])=[O:15])[CH:1]([CH3:2])[CH3:3])=[O:29])=[CH:26][CH:25]=1, predict the reactants needed to synthesize it. (5) Given the product [F:1][C:2]1[CH:27]=[CH:26][CH:25]=[CH:24][C:3]=1[CH2:4][N:5]1[C:9]2=[N:10][CH:11]=[CH:12][CH:13]=[C:8]2[C:7]([C:14]2[N:22]=[C:21]3[C:17]([N:18]=[CH:19][N:20]3[CH2:52][C:53]([F:56])([F:55])[F:54])=[C:16]([NH2:23])[N:15]=2)=[N:6]1, predict the reactants needed to synthesize it. The reactants are: [F:1][C:2]1[CH:27]=[CH:26][CH:25]=[CH:24][C:3]=1[CH2:4][N:5]1[C:9]2=[N:10][CH:11]=[CH:12][CH:13]=[C:8]2[C:7]([C:14]2[N:22]=[C:21]3[C:17]([N:18]=[CH:19][NH:20]3)=[C:16]([NH2:23])[N:15]=2)=[N:6]1.CCN(P1(N(C)CCCN1C)=NC(C)(C)C)CC.ClC(Cl)(Cl)S(O[CH2:52][C:53]([F:56])([F:55])[F:54])(=O)=O. (6) Given the product [Br:8][C:4]1[N:3]=[C:2]([C:15]2[S:19][C:18]([C:20]3[N:24]4[N:25]=[C:26]([CH3:34])[CH:27]=[C:28]([CH:29]([CH2:32][CH3:33])[CH2:30][CH3:31])[C:23]4=[N:22][C:21]=3[CH3:35])=[C:17]([CH3:36])[CH:16]=2)[CH:7]=[CH:6][CH:5]=1, predict the reactants needed to synthesize it. The reactants are: Br[C:2]1[CH:7]=[CH:6][CH:5]=[C:4]([Br:8])[N:3]=1.C([Li])CCC.Br[C:15]1[S:19][C:18]([C:20]2[N:24]3[N:25]=[C:26]([CH3:34])[CH:27]=[C:28]([CH:29]([CH2:32][CH3:33])[CH2:30][CH3:31])[C:23]3=[N:22][C:21]=2[CH3:35])=[C:17]([CH3:36])[CH:16]=1. (7) Given the product [CH2:9]([O:8][C:6]([C:5]1[CH:11]=[CH:12][C:2]([CH:16]2[CH2:32][CH2:33][N:28]([C:26]([O:25][CH2:23][CH3:24])=[O:27])[CH2:29][CH2:30]2)=[C:3]([N+:13]([O-:15])=[O:14])[CH:4]=1)=[O:7])[CH3:10], predict the reactants needed to synthesize it. The reactants are: F[C:2]1[CH:12]=[CH:11][C:5]([C:6]([O:8][CH2:9][CH3:10])=[O:7])=[CH:4][C:3]=1[N+:13]([O-:15])=[O:14].[CH2:16](N(CC)CC)C.[CH2:23]([O:25][C:26]([N:28]1[CH2:33][CH2:32]N[CH2:30][CH2:29]1)=[O:27])[CH3:24]. (8) Given the product [C:14]([O:9][C:6]1[C:4](=[O:5])[CH:3]=[C:2]([CH3:1])[O:8][CH:7]=1)(=[O:16])[CH3:15], predict the reactants needed to synthesize it. The reactants are: [CH3:1][C:2]1[O:8][CH:7]=[C:6]([OH:9])[C:4](=[O:5])[CH:3]=1.CN(C)C.[C:14](OC(=O)C)(=[O:16])[CH3:15]. (9) Given the product [ClH:36].[Cl:36][C:18]1[CH:17]=[C:16]([NH:15][C:13]2[C:14]3[N:6]([CH2:5][CH2:4][NH:3][C:42](=[O:43])[CH2:41][S:38]([CH3:37])(=[O:40])=[O:39])[CH:7]=[CH:8][C:9]=3[N:10]=[CH:11][N:12]=2)[CH:21]=[CH:20][C:19]=1[O:22][C:23]1[CH:28]=[CH:27][CH:26]=[C:25]([S:29]([CH2:32][CH:33]2[CH2:35][CH2:34]2)(=[O:31])=[O:30])[CH:24]=1, predict the reactants needed to synthesize it. The reactants are: Cl.Cl.[NH2:3][CH2:4][CH2:5][N:6]1[C:14]2[C:13]([NH:15][C:16]3[CH:21]=[CH:20][C:19]([O:22][C:23]4[CH:28]=[CH:27][CH:26]=[C:25]([S:29]([CH2:32][CH:33]5[CH2:35][CH2:34]5)(=[O:31])=[O:30])[CH:24]=4)=[C:18]([Cl:36])[CH:17]=3)=[N:12][CH:11]=[N:10][C:9]=2[CH:8]=[CH:7]1.[CH3:37][S:38]([CH2:41][C:42](O)=[O:43])(=[O:40])=[O:39].Cl.C(N=C=NCCCN(C)C)C.O.ON1C2C=CC=CC=2N=N1.Cl.C(OCC)(=O)C.